Dataset: Full USPTO retrosynthesis dataset with 1.9M reactions from patents (1976-2016). Task: Predict the reactants needed to synthesize the given product. The reactants are: [F:1][C:2]([F:24])([F:23])[C:3]([NH:5][C:6]1[S:7][C:8]2[CH2:14][CH:13]([NH:15][C:16](=[O:22])[O:17][C:18]([CH3:21])([CH3:20])[CH3:19])[CH2:12][CH2:11][C:9]=2[N:10]=1)=[O:4].Cl[CH2:26][C:27]1[C:36]2[C:31](=[CH:32][CH:33]=[CH:34][CH:35]=2)[CH:30]=[CH:29][CH:28]=1. Given the product [C:27]1([CH2:26][N:10]2[C:9]3[CH2:11][CH2:12][CH:13]([NH:15][C:16](=[O:22])[O:17][C:18]([CH3:20])([CH3:21])[CH3:19])[CH2:14][C:8]=3[S:7]/[C:6]/2=[N:5]\[C:3](=[O:4])[C:2]([F:1])([F:23])[F:24])[C:36]2[C:31](=[CH:32][CH:33]=[CH:34][CH:35]=2)[CH:30]=[CH:29][CH:28]=1, predict the reactants needed to synthesize it.